From a dataset of Catalyst prediction with 721,799 reactions and 888 catalyst types from USPTO. Predict which catalyst facilitates the given reaction. (1) Reactant: N1C=CC=CC=1.[C:7](Cl)(=[O:9])[CH3:8].[C:11]([NH:15][C:16]([C:18]1[N:22]=[C:21]([C:23]2[CH:28]=[CH:27][C:26]([NH2:29])=[CH:25][N:24]=2)[N:20]([C:30]2[CH:31]=[N:32][C:33]([O:36][CH3:37])=[CH:34][CH:35]=2)[N:19]=1)=[O:17])([CH3:14])([CH3:13])[CH3:12].C(=O)([O-])O.[Na+]. Product: [C:11]([NH:15][C:16]([C:18]1[N:22]=[C:21]([C:23]2[CH:28]=[CH:27][C:26]([NH:29][C:7](=[O:9])[CH3:8])=[CH:25][N:24]=2)[N:20]([C:30]2[CH:31]=[N:32][C:33]([O:36][CH3:37])=[CH:34][CH:35]=2)[N:19]=1)=[O:17])([CH3:14])([CH3:13])[CH3:12]. The catalyst class is: 4. (2) Reactant: [C:1]([C:4]1[CH:9]=[CH:8][C:7]([N:10]2[C:14]([C:15]3[CH:20]=[CH:19][C:18]([N:21]4[CH2:25][CH2:24][O:23][C:22]4=[O:26])=[CH:17][CH:16]=3)=[CH:13][CH:12]=[C:11]2[CH2:27][CH2:28][C:29]([O:31]CC)=[O:30])=[C:6]([CH3:34])[CH:5]=1)(=[O:3])[NH2:2].O.[OH-].[Li+]. Product: [C:1]([C:4]1[CH:9]=[CH:8][C:7]([N:10]2[C:14]([C:15]3[CH:16]=[CH:17][C:18]([N:21]4[CH2:25][CH2:24][O:23][C:22]4=[O:26])=[CH:19][CH:20]=3)=[CH:13][CH:12]=[C:11]2[CH2:27][CH2:28][C:29]([OH:31])=[O:30])=[C:6]([CH3:34])[CH:5]=1)(=[O:3])[NH2:2]. The catalyst class is: 20. (3) Reactant: [CH3:1][C:2]1[N:3]=[CH:4][C:5]([C:8]([OH:10])=O)=[N:6][CH:7]=1.C1C=C[C:14]2[N:19](O)N=NC=2C=1.Cl.CN[O:24][CH3:25].C(N(CC)CC)C. Product: [CH3:25][O:24][CH2:14][NH:19][C:8]([C:5]1[CH:4]=[N:3][C:2]([CH3:1])=[CH:7][N:6]=1)=[O:10]. The catalyst class is: 366. (4) Reactant: [H-].[Na+].[CH2:3]([O:5][C:6](=[O:20])[CH2:7][C:8]1[N:9]([C:13]2[C:18]([F:19])=[CH:17][CH:16]=[CH:15][N:14]=2)[N:10]=[CH:11][CH:12]=1)[CH3:4].[I:21][C:22]1[C:27]([CH2:28][CH2:29][CH3:30])=[C:26](I)[N:25]=[CH:24][N:23]=1.O. Product: [CH2:3]([O:5][C:6](=[O:20])[CH:7]([C:8]1[N:9]([C:13]2[C:18]([F:19])=[CH:17][CH:16]=[CH:15][N:14]=2)[N:10]=[CH:11][CH:12]=1)[C:26]1[C:27]([CH2:28][CH2:29][CH3:30])=[C:22]([I:21])[N:23]=[CH:24][N:25]=1)[CH3:4]. The catalyst class is: 16. (5) Reactant: [F:1][C:2]1([F:27])[CH2:4][CH:3]1[CH2:5][N:6]1[C:14]2[C:9](=[N:10][C:11]([C:15]3[CH:16]=[C:17]([CH2:22]O)[CH:18]=[CH:19][C:20]=3[CH3:21])=[CH:12][CH:13]=2)[N:8]([CH3:24])[S:7]1(=[O:26])=[O:25].C(N(CC)CC)C.S(Cl)(C)(=O)=O.[C:40]([N:43]1[CH2:48][CH2:47][NH:46][CH2:45][CH2:44]1)(=[O:42])[CH3:41].CCN(C(C)C)C(C)C. Product: [F:27][C:2]1([F:1])[CH2:4][CH:3]1[CH2:5][N:6]1[C:14]2[C:9](=[N:10][C:11]([C:15]3[CH:16]=[C:17]([CH:18]=[CH:19][C:20]=3[CH3:21])[CH2:22][N:46]3[CH2:47][CH2:48][N:43]([C:40](=[O:42])[CH3:41])[CH2:44][CH2:45]3)=[CH:12][CH:13]=2)[N:8]([CH3:24])[S:7]1(=[O:25])=[O:26]. The catalyst class is: 296.